Dataset: Forward reaction prediction with 1.9M reactions from USPTO patents (1976-2016). Task: Predict the product of the given reaction. (1) Given the reactants [C:1](=[NH:26])([O:3][CH2:4][CH2:5][C:6]1[CH:11]=[C:10]([F:12])[C:9]([O:13][C:14]2[CH:19]=[CH:18][C:17]([Cl:20])=[C:16]([C:21]([F:24])([F:23])[F:22])[CH:15]=2)=[C:8]([F:25])[CH:7]=1)[NH2:2].[OH:27]/[CH:28]=[C:29](/[CH2:34][C:35]1[CH:36]=[N:37][CH:38]=[N:39][CH:40]=1)\[C:30](OC)=O.C([O-])([O-])=O.[K+].[K+], predict the reaction product. The product is: [Cl:20][C:17]1[CH:18]=[CH:19][C:14]([O:13][C:9]2[C:10]([F:12])=[CH:11][C:6]([CH2:5][CH2:4][O:3][C:1]3[NH:2][CH:30]=[C:29]([CH2:34][C:35]4[CH:40]=[N:39][CH:38]=[N:37][CH:36]=4)[C:28](=[O:27])[N:26]=3)=[CH:7][C:8]=2[F:25])=[CH:15][C:16]=1[C:21]([F:22])([F:24])[F:23]. (2) Given the reactants [Br:1][C:2]1[CH:21]=[CH:20][CH:19]=[CH:18][C:3]=1[C:4]([N:6]1[CH2:11][CH2:10][N:9]([C:12](=[O:17])[CH2:13][C:14]([OH:16])=O)[CH2:8][CH2:7]1)=[O:5].CCN=C=NCCCN(C)C.C1C=CC2N(O)N=NC=2C=1.[S:43]1[CH:47]=[CH:46][C:45]([C:48]2[CH:53]=[CH:52][C:51]([NH2:54])=[CH:50][CH:49]=2)=[CH:44]1, predict the reaction product. The product is: [Br:1][C:2]1[CH:21]=[CH:20][CH:19]=[CH:18][C:3]=1[C:4]([N:6]1[CH2:7][CH2:8][N:9]([C:12](=[O:17])[CH2:13][C:14]([NH:54][C:51]2[CH:50]=[CH:49][C:48]([C:45]3[CH:46]=[CH:47][S:43][CH:44]=3)=[CH:53][CH:52]=2)=[O:16])[CH2:10][CH2:11]1)=[O:5]. (3) Given the reactants [Cl:1][C:2]1[CH:3]=[C:4]2[C:10](B3OC(C)(C)C(C)(C)O3)=[CH:9][N:8]([S:20]([C:23]3[CH:28]=[CH:27][C:26]([CH3:29])=[CH:25][CH:24]=3)(=[O:22])=[O:21])[C:5]2=[N:6][CH:7]=1.Cl[C:31]1[N:36]=[C:35]([NH:37][C@H:38]2[CH2:48][CH2:47][CH2:46][C:40]3([CH2:44][NH:43][C:42](=[O:45])[CH2:41]3)[CH2:39]2)[C:34]([F:49])=[CH:33][N:32]=1.C([O-])([O-])=O.[Na+].[Na+], predict the reaction product. The product is: [Cl:1][C:2]1[CH:3]=[C:4]2[C:10]([C:31]3[N:36]=[C:35]([NH:37][C@H:38]4[CH2:48][CH2:47][CH2:46][C:40]5([CH2:44][NH:43][C:42](=[O:45])[CH2:41]5)[CH2:39]4)[C:34]([F:49])=[CH:33][N:32]=3)=[CH:9][N:8]([S:20]([C:23]3[CH:24]=[CH:25][C:26]([CH3:29])=[CH:27][CH:28]=3)(=[O:22])=[O:21])[C:5]2=[N:6][CH:7]=1. (4) Given the reactants [CH3:1][C:2]1[CH:7]=[CH:6][C:5]([C:8]2[CH:13]=[CH:12][C:11]([CH2:14][NH2:15])=[CH:10][CH:9]=2)=[CH:4][CH:3]=1.[F:16][C:17]([F:45])([F:44])[C:18]1[CH:23]=[CH:22][C:21]([C:24]2[C:25]([C:30]([NH:32][C:33]3[CH:34]=[C:35]([C:41](O)=[O:42])[N:36]([CH:38]([CH3:40])[CH3:39])[CH:37]=3)=[O:31])=[CH:26][CH:27]=[CH:28][CH:29]=2)=[CH:20][CH:19]=1.CN(C(ON1N=NC2C=CC=CC1=2)=[N+](C)C)C.[B-](F)(F)(F)F.C(N(C(C)C)C(C)C)C, predict the reaction product. The product is: [CH3:1][C:2]1[CH:3]=[CH:4][C:5]([C:8]2[CH:13]=[CH:12][C:11]([CH2:14][NH:15][C:41]([C:35]3[N:36]([CH:38]([CH3:40])[CH3:39])[CH:37]=[C:33]([NH:32][C:30]([C:25]4[C:24]([C:21]5[CH:20]=[CH:19][C:18]([C:17]([F:45])([F:16])[F:44])=[CH:23][CH:22]=5)=[CH:29][CH:28]=[CH:27][CH:26]=4)=[O:31])[CH:34]=3)=[O:42])=[CH:10][CH:9]=2)=[CH:6][CH:7]=1.